This data is from Reaction yield outcomes from USPTO patents with 853,638 reactions. The task is: Predict the reaction yield, written as a fraction of the theoretical maximum amount of product (1.0 means a 100% yield; for example, 0.34 means a 34% yield). (1) The reactants are Cl.[C:2]([O:6][C:7](=[O:11])[CH2:8][CH2:9][NH2:10])([CH3:5])([CH3:4])[CH3:3].[Br:12][C:13]1[CH:14]=[N:15][C:16]([C:19]2[CH:24]=[CH:23][C:22]([CH2:25][C@H:26]([NH:30][C:31](=[O:42])[C:32]3[CH:37]=[CH:36][C:35]([C:38]([CH3:41])([CH3:40])[CH3:39])=[CH:34][CH:33]=3)[C:27](O)=[O:28])=[CH:21][CH:20]=2)=[N:17][CH:18]=1.CCN(C(C)C)C(C)C.CN(C(ON1N=NC2C=CC=NC1=2)=[N+](C)C)C.F[P-](F)(F)(F)(F)F. The catalyst is CN(C=O)C.CC(=O)OCC. The product is [Br:12][C:13]1[CH:18]=[N:17][C:16]([C:19]2[CH:24]=[CH:23][C:22]([CH2:25][C@H:26]([NH:30][C:31](=[O:42])[C:32]3[CH:33]=[CH:34][C:35]([C:38]([CH3:40])([CH3:39])[CH3:41])=[CH:36][CH:37]=3)[C:27]([NH:10][CH2:9][CH2:8][C:7]([O:6][C:2]([CH3:5])([CH3:4])[CH3:3])=[O:11])=[O:28])=[CH:21][CH:20]=2)=[N:15][CH:14]=1. The yield is 0.650. (2) The reactants are [O:1]=[C:2]1[NH:11][C:10]2[N:9]=[C:8]([O:12][CH2:13][CH2:14][CH2:15][CH:16]=O)[CH:7]=[CH:6][C:5]=2[CH:4]=[CH:3]1.[N:18]1([C:24]2[C:32]3[N:31]=[C:30]([C:33]([F:36])([F:35])[F:34])[NH:29][C:28]=3[CH:27]=[CH:26][CH:25]=2)[CH2:23][CH2:22][NH:21][CH2:20][CH2:19]1.[BH-](OC(C)=O)(OC(C)=O)OC(C)=O.[Na+]. The catalyst is ClC(Cl)C.CCOC(C)=O. The product is [F:36][C:33]([F:34])([F:35])[C:30]1[NH:31][C:32]2[C:24]([N:18]3[CH2:19][CH2:20][N:21]([CH2:16][CH2:15][CH2:14][CH2:13][O:12][C:8]4[N:9]=[C:10]5[C:5]([CH:4]=[CH:3][C:2](=[O:1])[NH:11]5)=[CH:6][CH:7]=4)[CH2:22][CH2:23]3)=[CH:25][CH:26]=[CH:27][C:28]=2[N:29]=1. The yield is 0.620. (3) The reactants are Cl[C:2]1[N:9]=[C:8]([Cl:10])[C:7]([F:11])=[CH:6][C:3]=1[C:4]#[N:5].[NH2:12][C:13]1[CH:14]=[C:15]([CH:21]=[CH:22][C:23]=1[CH3:24])[C:16]([NH:18][O:19][CH3:20])=[O:17].C(N(CC)CC)C. The catalyst is C(#N)C. The product is [C:4]([C:3]1[C:2]([NH:12][C:13]2[CH:14]=[C:15]([CH:21]=[CH:22][C:23]=2[CH3:24])[C:16]([NH:18][O:19][CH3:20])=[O:17])=[N:9][C:8]([Cl:10])=[C:7]([F:11])[CH:6]=1)#[N:5]. The yield is 0.210. (4) The reactants are [CH:1]([C:3]1[CH:18]=[CH:17][C:6]([O:7][C:8]2[CH:16]=[CH:15][C:11]([C:12]([NH2:14])=[O:13])=[CH:10][N:9]=2)=[CH:5][CH:4]=1)=O.[C:19]1([CH:25]2[CH2:29][CH2:28][CH2:27][NH:26]2)[CH:24]=[CH:23][CH:22]=[CH:21][CH:20]=1.C(O[BH-](OC(=O)C)OC(=O)C)(=O)C.[Na+].C(O)(=O)C.[Cl:48]CCCl. No catalyst specified. The product is [ClH:48].[C:19]1([CH:25]2[CH2:29][CH2:28][CH2:27][N:26]2[CH2:1][C:3]2[CH:18]=[CH:17][C:6]([O:7][C:8]3[CH:16]=[CH:15][C:11]([C:12]([NH2:14])=[O:13])=[CH:10][N:9]=3)=[CH:5][CH:4]=2)[CH:24]=[CH:23][CH:22]=[CH:21][CH:20]=1. The yield is 0.0390. (5) The reactants are [F:1][C:2]1[CH:7]=[C:6]([F:8])[CH:5]=[CH:4][C:3]=1[OH:9].N1C=CN=C1.[CH3:15][CH:16]([Si:18](Cl)([CH:22]([CH3:24])[CH3:23])[CH:19]([CH3:21])[CH3:20])[CH3:17].O. The catalyst is CN(C=O)C. The product is [F:1][C:2]1[CH:7]=[C:6]([F:8])[CH:5]=[CH:4][C:3]=1[O:9][Si:18]([CH:22]([CH3:24])[CH3:23])([CH:19]([CH3:21])[CH3:20])[CH:16]([CH3:17])[CH3:15]. The yield is 0.860. (6) The product is [CH3:1][C:2]1[CH:3]=[CH:4][C:5]([N:9]2[N:32]=[C:31]([CH3:33])/[C:12](=[N:13]/[NH:14][C:15]3[CH:16]=[CH:17][CH:18]=[C:19]([C:22]4[CH:23]=[CH:24][CH:25]=[C:26]([C:28]([OH:30])=[O:29])[CH:27]=4)[C:20]=3[OH:21])/[C:10]2=[O:11])=[CH:6][C:7]=1[CH3:8].[CH2:35]([CH2:37][NH2:38])[OH:36]. The reactants are [CH3:1][C:2]1[CH:3]=[CH:4][C:5]([N:9]2[N:32]=[C:31]([CH3:33])/[C:12](=[N:13]/[NH:14][C:15]3[CH:16]=[CH:17][CH:18]=[C:19]([C:22]4[CH:23]=[CH:24][CH:25]=[C:26]([C:28]([OH:30])=[O:29])[CH:27]=4)[C:20]=3[OH:21])/[C:10]2=[O:11])=[CH:6][C:7]=1[CH3:8].O.[CH2:35]([CH2:37][NH2:38])[OH:36]. The catalyst is C1COCC1. The yield is 0.960. (7) The reactants are [Cl:1][C:2]1[CH:7]=[CH:6][C:5]([NH:8][C:9]([C:11]2[O:12][CH:13]=[CH:14][CH:15]=2)=[O:10])=[CH:4][C:3]=1[C:16]1[NH:17][C:18]2[C:19]([N:27]=1)=[N:20][CH:21]=[C:22]([N+:24]([O-])=O)[CH:23]=2.O.O.Cl[Sn]Cl. The yield is 0.540. The product is [NH2:24][C:22]1[CH:23]=[C:18]2[NH:17][C:16]([C:3]3[CH:4]=[C:5]([NH:8][C:9]([C:11]4[O:12][CH:13]=[CH:14][CH:15]=4)=[O:10])[CH:6]=[CH:7][C:2]=3[Cl:1])=[N:27][C:19]2=[N:20][CH:21]=1. The catalyst is C(O)C.